Dataset: Reaction yield outcomes from USPTO patents with 853,638 reactions. Task: Predict the reaction yield, written as a fraction of the theoretical maximum amount of product (1.0 means a 100% yield; for example, 0.34 means a 34% yield). (1) The reactants are C(=O)(OCC(F)(F)F)OCC(F)(F)F.FC(F)(F)C[NH:18][C:19](=[O:38])[O:20][CH2:21][C:22]1[CH:27]=[CH:26][CH:25]=[C:24]([CH2:28][O:29][C:30](=[O:37])[NH:31]CC(F)(F)F)[CH:23]=1. No catalyst specified. The product is [C:30](=[O:37])([O:29][CH2:28][C:24]1[CH:25]=[CH:26][CH:27]=[C:22]([CH2:21][O:20][C:19](=[O:38])[NH2:18])[CH:23]=1)[NH2:31]. The yield is 0.935. (2) The reactants are [CH3:1][NH:2][C:3]1[CH:8]=[CH:7][C:6]([C:9]2[N:10]=[C:11]([N:29]3[CH2:34][CH2:33][O:32][CH2:31][CH2:30]3)[C:12]3[S:17][C:16]([CH2:18][N:19]4[CH2:24][CH2:23][N:22](S(C)(=O)=O)[CH2:21][CH2:20]4)=[CH:15][C:13]=3[N:14]=2)=[CH:5][N:4]=1.[C:35](Cl)(=[O:37])[CH3:36].CCN(CC)CC.O.C(Cl)Cl. The catalyst is C(Cl)Cl. The product is [CH3:1][N:2]([C:3]1[CH:8]=[CH:7][C:6]([C:9]2[N:10]=[C:11]([N:29]3[CH2:34][CH2:33][O:32][CH2:31][CH2:30]3)[C:12]3[S:17][C:16]([CH2:18][N:19]4[CH2:24][CH2:23][NH:22][CH2:21][CH2:20]4)=[CH:15][C:13]=3[N:14]=2)=[CH:5][N:4]=1)[C:35](=[O:37])[CH3:36]. The yield is 0.280. (3) The reactants are [C:1]1([N:7]2[N:11]=[C:10]([CH2:12][C:13]#[N:14])[C:9]([CH2:15][CH3:16])=[N:8]2)[CH:6]=[CH:5][CH:4]=[CH:3][CH:2]=1.C([O:19][C:20]([C:22]1[N:26]([CH3:27])[N:25]=[C:24]([CH3:28])[C:23]=1[CH3:29])=O)C.CCCCCCC.CC(C)([O-])C.[K+]. The catalyst is COCCOCCOC. The product is [C:1]1([N:7]2[N:11]=[C:10]([CH:12]([C:20]([C:22]3[N:26]([CH3:27])[N:25]=[C:24]([CH3:28])[C:23]=3[CH3:29])=[O:19])[C:13]#[N:14])[C:9]([CH2:15][CH3:16])=[N:8]2)[CH:6]=[CH:5][CH:4]=[CH:3][CH:2]=1. The yield is 0.680. (4) The reactants are [Na].C(O)C.Cl.[CH3:6][CH:7]([CH3:12])[CH2:8][C:9](=[NH:11])[NH2:10].[C:13](OCC)(=[O:20])[CH2:14][C:15](OCC)=[O:16]. The catalyst is O.C(O)(=O)C. The product is [CH2:8]([C:9]1[N:10]=[C:15]([OH:16])[CH:14]=[C:13]([OH:20])[N:11]=1)[CH:7]([CH3:12])[CH3:6]. The yield is 0.810.